Dataset: NCI-60 drug combinations with 297,098 pairs across 59 cell lines. Task: Regression. Given two drug SMILES strings and cell line genomic features, predict the synergy score measuring deviation from expected non-interaction effect. (1) Drug 1: C1=NC(=NC(=O)N1C2C(C(C(O2)CO)O)O)N. Drug 2: C1CN(P(=O)(OC1)NCCCl)CCCl. Cell line: UACC62. Synergy scores: CSS=38.2, Synergy_ZIP=-0.537, Synergy_Bliss=0.000279, Synergy_Loewe=-31.5, Synergy_HSA=-0.550. (2) Drug 1: C1=CC(=CC=C1C#N)C(C2=CC=C(C=C2)C#N)N3C=NC=N3. Drug 2: C1=NC(=NC(=O)N1C2C(C(C(O2)CO)O)O)N. Cell line: TK-10. Synergy scores: CSS=9.33, Synergy_ZIP=-7.49, Synergy_Bliss=-1.30, Synergy_Loewe=-17.6, Synergy_HSA=-9.45. (3) Drug 1: C1=CN(C(=O)N=C1N)C2C(C(C(O2)CO)O)O.Cl. Drug 2: CC(C)CN1C=NC2=C1C3=CC=CC=C3N=C2N. Cell line: TK-10. Synergy scores: CSS=6.66, Synergy_ZIP=-4.56, Synergy_Bliss=-2.06, Synergy_Loewe=-5.78, Synergy_HSA=-4.00. (4) Drug 1: C1=NC(=NC(=O)N1C2C(C(C(O2)CO)O)O)N. Drug 2: C1CCC(C(C1)N)N.C(=O)(C(=O)[O-])[O-].[Pt+4]. Cell line: U251. Synergy scores: CSS=46.2, Synergy_ZIP=-5.80, Synergy_Bliss=-4.14, Synergy_Loewe=-9.39, Synergy_HSA=-1.38. (5) Drug 1: CN1C2=C(C=C(C=C2)N(CCCl)CCCl)N=C1CCCC(=O)O.Cl. Drug 2: COC1=NC(=NC2=C1N=CN2C3C(C(C(O3)CO)O)O)N. Cell line: MOLT-4. Synergy scores: CSS=55.7, Synergy_ZIP=-1.90, Synergy_Bliss=-2.97, Synergy_Loewe=-5.18, Synergy_HSA=-1.94. (6) Drug 1: CCC(=C(C1=CC=CC=C1)C2=CC=C(C=C2)OCCN(C)C)C3=CC=CC=C3.C(C(=O)O)C(CC(=O)O)(C(=O)O)O. Drug 2: C1CC(=O)NC(=O)C1N2C(=O)C3=CC=CC=C3C2=O. Cell line: A549. Synergy scores: CSS=1.90, Synergy_ZIP=5.28, Synergy_Bliss=0.315, Synergy_Loewe=-0.589, Synergy_HSA=-0.550. (7) Drug 1: C1CN(CCN1C(=O)CCBr)C(=O)CCBr. Drug 2: CC1=C(C(=O)C2=C(C1=O)N3CC4C(C3(C2COC(=O)N)OC)N4)N. Cell line: SF-539. Synergy scores: CSS=81.8, Synergy_ZIP=-2.13, Synergy_Bliss=-3.61, Synergy_Loewe=-0.371, Synergy_HSA=1.10.